This data is from Full USPTO retrosynthesis dataset with 1.9M reactions from patents (1976-2016). The task is: Predict the reactants needed to synthesize the given product. (1) The reactants are: [NH:1]1[C:9]2[C:4](=[CH:5][CH:6]=[C:7]([CH2:10][C:11]([N:13]([CH3:28])[CH2:14][C:15]#[C:16][C:17]3[CH:22]=[CH:21][C:20]([O:23][C:24]([F:27])([F:26])[F:25])=[CH:19][CH:18]=3)=[O:12])[CH:8]=2)[CH:3]=[CH:2]1.[CH2:29]([O:31][C:32](=[O:35])[CH2:33]Br)[CH3:30].C(=O)([O-])[O-].[Cs+].[Cs+].[I-].[K+]. Given the product [CH2:29]([O:31][C:32](=[O:35])[CH2:33][N:1]1[C:9]2[C:4](=[CH:5][CH:6]=[C:7]([CH2:10][C:11](=[O:12])[N:13]([CH3:28])[CH2:14][C:15]#[C:16][C:17]3[CH:22]=[CH:21][C:20]([O:23][C:24]([F:25])([F:26])[F:27])=[CH:19][CH:18]=3)[CH:8]=2)[CH:3]=[CH:2]1)[CH3:30], predict the reactants needed to synthesize it. (2) Given the product [CH3:19][N:18]([CH3:20])[C:13]1[CH:14]=[C:15]([F:17])[CH:16]=[C:11]([F:10])[C:12]=1[N:21]1[C:6]([CH3:8])=[CH:7][C:2]([OH:1])=[CH:3][C:4]1=[O:9], predict the reactants needed to synthesize it. The reactants are: [OH:1][C:2]1[CH:7]=[C:6]([CH3:8])O[C:4](=[O:9])[CH:3]=1.[F:10][C:11]1[CH:16]=[C:15]([F:17])[CH:14]=[C:13]([N:18]([CH3:20])[CH3:19])[C:12]=1[NH2:21]. (3) Given the product [CH:1]1([C:4]2[CH:5]=[C:6]([C:31]([O:33][CH3:34])=[O:32])[C:7]([NH:10][C:11]3[CH:12]=[C:13]4[C:17](=[CH:18][CH:19]=3)[N:16]([CH2:20][CH:21]([CH3:23])[CH3:22])[C:15]([C:24]([OH:26])=[O:25])=[CH:14]4)=[N:8][CH:9]=2)[CH2:2][CH2:3]1, predict the reactants needed to synthesize it. The reactants are: [CH:1]1([C:4]2[CH:5]=[C:6]([C:31]([O:33][CH3:34])=[O:32])[C:7]([NH:10][C:11]3[CH:12]=[C:13]4[C:17](=[CH:18][CH:19]=3)[N:16]([CH2:20][CH:21]([CH3:23])[CH3:22])[C:15]([C:24]([O:26]C(C)(C)C)=[O:25])=[CH:14]4)=[N:8][CH:9]=2)[CH2:3][CH2:2]1. (4) Given the product [CH2:3]([S:10][N:15]1[CH:14]=[C:13]([O:12][CH3:11])[CH:18]=[CH:17][NH:16]1)[C:4]1[CH:9]=[CH:8][CH:7]=[CH:6][CH:5]=1, predict the reactants needed to synthesize it. The reactants are: [OH-].[Na+].[CH2:3]([SH:10])[C:4]1[CH:9]=[CH:8][CH:7]=[CH:6][CH:5]=1.[CH3:11][O:12][C:13]1[CH:18]=[CH:17][NH:16][N:15](Cl)[CH:14]=1.[Cl-].[NH4+]. (5) Given the product [CH2:1]([S:3]([N:6]1[CH:7]2[CH2:13][CH2:12][CH:11]1[CH2:10][NH:9][CH2:8]2)(=[O:5])=[O:4])[CH3:2], predict the reactants needed to synthesize it. The reactants are: [CH2:1]([S:3]([N:6]1[CH:11]2[CH2:12][CH2:13][CH:7]1[CH2:8][N:9](C(OCC1C3C=CC=CC=3C3C1=CC=CC=3)=O)[CH2:10]2)(=[O:5])=[O:4])[CH3:2].N1CCCCC1.C(=O)([O-])[O-]. (6) Given the product [Cl:1][C:2]1[CH:3]=[C:4]2[C:9](=[CH:10][CH:11]=1)[CH:8]=[C:7]([S:12]([CH2:15][CH2:16][C:17]([N:19]1[CH2:20][CH2:21][CH:22]([C:25]3[N:26]([CH3:49])[CH:27]=[N:28][CH:29]=3)[CH2:23][CH2:24]1)=[O:18])(=[O:14])=[O:13])[CH:6]=[CH:5]2, predict the reactants needed to synthesize it. The reactants are: [Cl:1][C:2]1[CH:3]=[C:4]2[C:9](=[CH:10][CH:11]=1)[CH:8]=[C:7]([S:12]([CH2:15][CH2:16][C:17]([N:19]1[CH2:24][CH2:23][CH:22]([C:25]3[N:26]=[CH:27][N:28](C(C4C=CC=CC=4)(C4C=CC=CC=4)C4C=CC=CC=4)[CH:29]=3)[CH2:21][CH2:20]1)=[O:18])(=[O:14])=[O:13])[CH:6]=[CH:5]2.[CH3:49]I.